This data is from NCI-60 drug combinations with 297,098 pairs across 59 cell lines. The task is: Regression. Given two drug SMILES strings and cell line genomic features, predict the synergy score measuring deviation from expected non-interaction effect. Drug 1: CN(C)N=NC1=C(NC=N1)C(=O)N. Drug 2: C(CN)CNCCSP(=O)(O)O. Cell line: A498. Synergy scores: CSS=6.76, Synergy_ZIP=0.914, Synergy_Bliss=2.17, Synergy_Loewe=0.354, Synergy_HSA=1.11.